From a dataset of Full USPTO retrosynthesis dataset with 1.9M reactions from patents (1976-2016). Predict the reactants needed to synthesize the given product. (1) Given the product [F:23][C:24]1[CH:25]=[C:26]([CH2:31][C:32]([NH:34][C@H:35]([C:37]([NH:1][C@@H:2]2[C:8](=[O:9])[N:7]([CH:10]([CH3:12])[CH3:11])[C:6]3[CH:13]=[CH:14][CH:15]=[CH:16][C:5]=3[O:4][C@@H:3]2[C:17]2[CH:22]=[CH:21][CH:20]=[CH:19][CH:18]=2)=[O:38])[CH3:36])=[O:33])[CH:27]=[C:28]([F:30])[CH:29]=1, predict the reactants needed to synthesize it. The reactants are: [NH2:1][C@@H:2]1[C:8](=[O:9])[N:7]([CH:10]([CH3:12])[CH3:11])[C:6]2[CH:13]=[CH:14][CH:15]=[CH:16][C:5]=2[O:4][C@@H:3]1[C:17]1[CH:22]=[CH:21][CH:20]=[CH:19][CH:18]=1.[F:23][C:24]1[CH:25]=[C:26]([CH2:31][C:32]([NH:34][C@H:35]([C:37](O)=[O:38])[CH3:36])=[O:33])[CH:27]=[C:28]([F:30])[CH:29]=1.C1C=CC2N(O)N=NC=2C=1.CN1CCOCC1.CCN=C=NCCCN(C)C.Cl. (2) Given the product [F:62][C:63]1[C:64]([C:70]2[CH:75]=[C:74]([NH:76][C:44]3[CH:49]=[CH:48][N:47]=[C:46]4[CH:50]=[N:51][N:52]([CH2:53][C:54]5[CH:59]=[CH:58][C:57]([O:60][CH3:61])=[CH:56][CH:55]=5)[C:45]=34)[CH:73]=[CH:72][N:71]=2)=[N:65][C:66]([CH3:69])=[CH:67][CH:68]=1.[F:62][C:63]1[C:64]([C:70]2[CH:75]=[C:74]([NH:76][C:44]3[C:50]4[C:46](=[CH:45][N:52]([CH2:53][C:54]5[CH:55]=[CH:56][C:57]([O:60][CH3:61])=[CH:58][CH:59]=5)[N:51]=4)[N:47]=[CH:48][CH:49]=3)[CH:73]=[CH:72][N:71]=2)=[N:65][C:66]([CH3:69])=[CH:67][CH:68]=1, predict the reactants needed to synthesize it. The reactants are: CC1(C)C2C=CC=C(P(C3C=CC=CC=3)C3C=CC=CC=3)C=2OC2C1=CC=CC=2P(C1C=CC=CC=1)C1C=CC=CC=1.I[C:44]1[CH:49]=[CH:48][N:47]=[C:46]2[CH:50]=[N:51][N:52]([CH2:53][C:54]3[CH:59]=[CH:58][C:57]([O:60][CH3:61])=[CH:56][CH:55]=3)[C:45]=12.[F:62][C:63]1[C:64]([C:70]2[CH:75]=[C:74]([NH2:76])[CH:73]=[CH:72][N:71]=2)=[N:65][C:66]([CH3:69])=[CH:67][CH:68]=1.CC([O-])(C)C.[Na+].